This data is from NCI-60 drug combinations with 297,098 pairs across 59 cell lines. The task is: Regression. Given two drug SMILES strings and cell line genomic features, predict the synergy score measuring deviation from expected non-interaction effect. Drug 1: CS(=O)(=O)C1=CC(=C(C=C1)C(=O)NC2=CC(=C(C=C2)Cl)C3=CC=CC=N3)Cl. Drug 2: C1C(C(OC1N2C=NC3=C(N=C(N=C32)Cl)N)CO)O. Cell line: SR. Synergy scores: CSS=32.1, Synergy_ZIP=-5.22, Synergy_Bliss=1.40, Synergy_Loewe=-11.8, Synergy_HSA=5.49.